Dataset: NCI-60 drug combinations with 297,098 pairs across 59 cell lines. Task: Regression. Given two drug SMILES strings and cell line genomic features, predict the synergy score measuring deviation from expected non-interaction effect. (1) Drug 2: CNC(=O)C1=NC=CC(=C1)OC2=CC=C(C=C2)NC(=O)NC3=CC(=C(C=C3)Cl)C(F)(F)F. Cell line: HT29. Drug 1: CC1=CC2C(CCC3(C2CCC3(C(=O)C)OC(=O)C)C)C4(C1=CC(=O)CC4)C. Synergy scores: CSS=46.5, Synergy_ZIP=6.21, Synergy_Bliss=7.10, Synergy_Loewe=-1.66, Synergy_HSA=5.76. (2) Drug 1: CCC1(CC2CC(C3=C(CCN(C2)C1)C4=CC=CC=C4N3)(C5=C(C=C6C(=C5)C78CCN9C7C(C=CC9)(C(C(C8N6C=O)(C(=O)OC)O)OC(=O)C)CC)OC)C(=O)OC)O.OS(=O)(=O)O. Drug 2: C(CCl)NC(=O)N(CCCl)N=O. Cell line: OVCAR-4. Synergy scores: CSS=0.577, Synergy_ZIP=-2.04, Synergy_Bliss=-3.56, Synergy_Loewe=-2.45, Synergy_HSA=-2.60.